From a dataset of Full USPTO retrosynthesis dataset with 1.9M reactions from patents (1976-2016). Predict the reactants needed to synthesize the given product. (1) Given the product [C:18]([O:17][C:15](=[O:16])[NH:1][C@H:2]([C:12](=[O:14])[NH:45][C@H:44]([C:67](=[O:68])[NH:24][CH2:25][C:26]1[CH:31]=[N:30][C:29]([NH2:32])=[CH:28][CH:27]=1)[CH2:43][C:37]1[CH:36]=[CH:35][C:34]([Cl:22])=[C:33]([Cl:23])[CH:38]=1)[CH:3]([CH3:55])[CH2:4][CH3:9])([CH3:19])([CH3:20])[CH3:21], predict the reactants needed to synthesize it. The reactants are: [NH:1]([C:15]([O:17][C:18]([CH3:21])([CH3:20])[CH3:19])=[O:16])[C@H:2]([C:12]([OH:14])=O)[CH2:3][C:4]1[CH:9]=CC(Cl)=C(Cl)C=1.[ClH:22].[ClH:23].[NH2:24][CH2:25][C:26]1[CH:27]=[CH:28][C:29]([NH2:32])=[N:30][CH:31]=1.[CH:33]1[CH:34]=[CH:35][C:36]2N(O)N=N[C:37]=2[CH:38]=1.[CH3:43][CH2:44][N:45]=C=NCCCN(C)C.Cl.[CH:55](N(C(C)C)CC)(C)C.CN([CH:67]=[O:68])C. (2) Given the product [C:3]([C:4]1[CH:9]=[C:8]([N:10]2[C:28](=[O:38])[NH:27][C:26](=[O:25])[C:19]([C:18]([OH:21])=[O:20])=[N:14]2)[CH:7]=[CH:6][C:5]=1[Cl:11])([OH:2])=[O:12], predict the reactants needed to synthesize it. The reactants are: C[O:2][C:3](=[O:12])[C:4]1[CH:9]=[C:8]([NH2:10])[CH:7]=[CH:6][C:5]=1[Cl:11].Cl.[N:14]([O-])=O.[Na+].[C:18]([O-:21])(=[O:20])[CH3:19].[Na+].C([O:25][C:26](=O)[NH:27][C:28](=[O:38])C[C:28]([NH:27][C:26]([O:25]CC)=O)=[O:38])C.S(=O)(=O)(O)O. (3) Given the product [NH2:12][C:9]1[N:10]=[C:11]2[C:3]([CH2:1][CH3:2])=[C:4]([C:28]3[CH:29]=[CH:30][C:31]([C:34](=[O:35])[CH3:39])=[CH:32][CH:33]=3)[N:5]([CH2:20][O:21][CH2:22][CH2:23][Si:24]([CH3:27])([CH3:25])[CH3:26])[C:6]2=[N:7][CH:8]=1, predict the reactants needed to synthesize it. The reactants are: [CH2:1]([C:3]1[C:11]2[C:6](=[N:7][CH:8]=[C:9]([NH:12]C(=O)OC(C)(C)C)[N:10]=2)[N:5]([CH2:20][O:21][CH2:22][CH2:23][Si:24]([CH3:27])([CH3:26])[CH3:25])[C:4]=1[C:28]1[CH:33]=[CH:32][C:31]([C:34]2([CH3:39])OCC[O:35]2)=[CH:30][CH:29]=1)[CH3:2].C(O)(C(F)(F)F)=O.Cl.C([O-])(O)=O.[Na+]. (4) The reactants are: C([O:3][C:4](=[O:23])[CH2:5][CH2:6][CH2:7][N:8]([CH2:16][C:17]1[CH:22]=[CH:21][CH:20]=[CH:19][CH:18]=1)[CH2:9][C:10]1[CH:15]=[CH:14][CH:13]=[CH:12][CH:11]=1)C.Cl. Given the product [CH2:16]([N:8]([CH2:9][C:10]1[CH:11]=[CH:12][CH:13]=[CH:14][CH:15]=1)[CH2:7][CH2:6][CH2:5][C:4]([OH:23])=[O:3])[C:17]1[CH:18]=[CH:19][CH:20]=[CH:21][CH:22]=1, predict the reactants needed to synthesize it. (5) Given the product [NH2:44][C@H:10]([C:9]([OH:14])=[O:8])[CH2:11][CH2:12][CH2:13][CH2:15][NH2:16], predict the reactants needed to synthesize it. The reactants are: C1[C@H](N)[C@@H]([O:8][C@H:9]2[O:14][C@H:13]([CH2:15][NH2:16])[C@@H:12](O)[C@H:11](O)[C@H:10]2O)[C@H](O)[C@@H](O[C@H]2O[C@H](CO)[C@@H](O)[C@H](N)[C@H]2O)[C@@H]1N.C1C([C@@H](O)[C@H]([NH:44]C(C(Cl)Cl)=O)CO)=CC=C([N+]([O-])=O)C=1. (6) Given the product [CH3:23][C:13]1[S:14][C:15]([C:16]2[CH:17]=[C:18]([CH3:22])[CH:19]=[CH:20][CH:21]=2)=[C:11]([C:9]([N:8]2[CH2:7][C@@H:6]3[C@@H:4]([CH2:5]3)[C@H:3]2[CH2:2][NH:1][C:35]([C:34]2[N:28]3[CH:29]=[CH:30][CH:31]=[C:32]([CH3:33])[C:27]3=[N:26][C:25]=2[CH3:24])=[O:36])=[O:10])[N:12]=1, predict the reactants needed to synthesize it. The reactants are: [NH2:1][CH2:2][C@H:3]1[N:8]([C:9]([C:11]2[N:12]=[C:13]([CH3:23])[S:14][C:15]=2[C:16]2[CH:17]=[C:18]([CH3:22])[CH:19]=[CH:20][CH:21]=2)=[O:10])[CH2:7][C@@H:6]2[C@H:4]1[CH2:5]2.[CH3:24][C:25]1[N:26]=[C:27]2[C:32]([CH3:33])=[CH:31][CH:30]=[CH:29][N:28]2[C:34]=1[C:35](O)=[O:36]. (7) The reactants are: [C:1]([O:5][C:6]([CH3:9])([CH3:8])[CH3:7])(=[O:4])[CH:2]=[CH2:3].C(N(CC)CC)C.CC1C(P(C2C(C)=CC=CC=2)C2C(C)=CC=CC=2)=CC=CC=1.Br[C:40]1[CH:41]=[N:42][C:43]([O:46][CH3:47])=[CH:44][CH:45]=1. Given the product [CH3:47][O:46][C:43]1[N:42]=[CH:41][C:40]([CH:3]=[CH:2][C:1]([O:5][C:6]([CH3:9])([CH3:8])[CH3:7])=[O:4])=[CH:45][CH:44]=1, predict the reactants needed to synthesize it. (8) Given the product [CH2:17]([O:16][CH2:15][N:14]1[C:3]2[C:2]([NH2:1])=[N:7][C:6]([CH2:8][CH2:9][CH2:10][CH3:11])=[N:5][C:4]=2[C:12]([CH2:25][CH2:26][CH2:27][CH2:28][N:30]2[CH2:34][CH2:33][CH2:32][CH2:31]2)=[C:13]1[CH3:24])[C:18]1[CH:19]=[CH:20][CH:21]=[CH:22][CH:23]=1, predict the reactants needed to synthesize it. The reactants are: [NH2:1][C:2]1[C:3]2[N:14]([CH2:15][O:16][CH2:17][C:18]3[CH:23]=[CH:22][CH:21]=[CH:20][CH:19]=3)[C:13]([CH3:24])=[C:12]([CH2:25][CH2:26][CH2:27][CH:28]=O)[C:4]=2[N:5]=[C:6]([CH2:8][CH2:9][CH2:10][CH3:11])[N:7]=1.[NH:30]1[CH2:34][CH2:33][CH2:32][CH2:31]1.